The task is: Predict the product of the given reaction.. This data is from Forward reaction prediction with 1.9M reactions from USPTO patents (1976-2016). (1) Given the reactants [Cl:1][C:2]1[CH:3]=[C:4]2[C:12](=[CH:13][CH:14]=1)[N:11]([CH2:15][C:16](Cl)([C:18]1[CH:23]=[CH:22][N:21]=[CH:20][N:19]=1)[CH3:17])[C:10]1[CH2:9][N:8]([CH3:25])[CH2:7][CH2:6][C:5]2=1.[OH-].[K+].O, predict the reaction product. The product is: [Cl:1][C:2]1[CH:3]=[C:4]2[C:12](=[CH:13][CH:14]=1)[N:11](/[CH:15]=[C:16](\[C:18]1[CH:23]=[CH:22][N:21]=[CH:20][N:19]=1)/[CH3:17])[C:10]1[CH2:9][N:8]([CH3:25])[CH2:7][CH2:6][C:5]2=1.[Cl:1][C:2]1[CH:3]=[C:4]2[C:12](=[CH:13][CH:14]=1)[N:11](/[CH:15]=[C:16](/[C:18]1[CH:23]=[CH:22][N:21]=[CH:20][N:19]=1)\[CH3:17])[C:10]1[CH2:9][N:8]([CH3:25])[CH2:7][CH2:6][C:5]2=1. (2) Given the reactants Cl[C:2]1[C:3]([C:10]([OH:12])=[O:11])=[CH:4][N:5]([CH3:9])[C:6](=[O:8])[CH:7]=1.[F:13][C:14]1[CH:20]=[C:19]([I:21])[CH:18]=[CH:17][C:15]=1[NH2:16].C[Si]([N-][Si](C)(C)C)(C)C.[Li+].C(OCC)(=O)C, predict the reaction product. The product is: [F:13][C:14]1[CH:20]=[C:19]([I:21])[CH:18]=[CH:17][C:15]=1[NH:16][C:2]1[C:3]([C:10]([OH:12])=[O:11])=[CH:4][N:5]([CH3:9])[C:6](=[O:8])[CH:7]=1. (3) Given the reactants [C:1]([C:5]1[N:10]=[C:9]([N:11]2[CH2:16][CH2:15][N:14]([CH2:17][CH2:18][CH2:19][CH2:20][NH2:21])[CH2:13][CH2:12]2)[CH:8]=[C:7]([C:22]([F:25])([F:24])[F:23])[N:6]=1)([CH3:4])([CH3:3])[CH3:2].C1N=CN([C:31](N2C=NC=C2)=[O:32])C=1.[C:38]([C:42]1[N:47]=[C:46]([N:48]2[CH2:53][CH2:52][NH:51][CH2:50][CH2:49]2)[CH:45]=[C:44]([C:54]([F:57])([F:56])[F:55])[N:43]=1)([CH3:41])([CH3:40])[CH3:39], predict the reaction product. The product is: [C:38]([C:42]1[N:47]=[C:46]([N:48]2[CH2:49][CH2:50][N:51]([C:31]([NH:21][CH2:20][CH2:19][CH2:18][CH2:17][N:14]3[CH2:15][CH2:16][N:11]([C:9]4[CH:8]=[C:7]([C:22]([F:24])([F:25])[F:23])[N:6]=[C:5]([C:1]([CH3:4])([CH3:2])[CH3:3])[N:10]=4)[CH2:12][CH2:13]3)=[O:32])[CH2:52][CH2:53]2)[CH:45]=[C:44]([C:54]([F:55])([F:56])[F:57])[N:43]=1)([CH3:41])([CH3:39])[CH3:40]. (4) Given the reactants [NH:1]1[CH2:5][CH2:4][CH2:3][C:2]1=[O:6].[H-].[Na+].Br[CH2:10][C:11]1[CH:16]=[CH:15][CH:14]=[C:13]([F:17])[C:12]=1[F:18].O, predict the reaction product. The product is: [F:18][C:12]1[C:13]([F:17])=[CH:14][CH:15]=[CH:16][C:11]=1[CH2:10][N:1]1[CH2:5][CH2:4][CH2:3][C:2]1=[O:6].